This data is from Forward reaction prediction with 1.9M reactions from USPTO patents (1976-2016). The task is: Predict the product of the given reaction. Given the reactants [C:1]([C:4]1[C:5](=[O:16])[NH:6][C:7]2[C:12]([C:13]=1O)=[CH:11][C:10]([I:15])=[CH:9][CH:8]=2)(=O)[CH3:2].O.[NH2:18][NH2:19], predict the reaction product. The product is: [I:15][C:10]1[CH:9]=[CH:8][C:7]2[NH:6][C:5](=[O:16])[C:4]3=[C:1]([CH3:2])[NH:18][N:19]=[C:13]3[C:12]=2[CH:11]=1.